From a dataset of Full USPTO retrosynthesis dataset with 1.9M reactions from patents (1976-2016). Predict the reactants needed to synthesize the given product. Given the product [CH2:1]([N:8]1[C:13](=[O:14])[CH:12]=[C:11]2[S:15][C:16]([CH:29]([OH:38])[CH2:30][CH2:31][C:32]3[CH:37]=[CH:36][CH:35]=[CH:34][CH:33]=3)=[CH:17][N:10]2[C:9]1=[O:18])[C:2]1[CH:3]=[CH:4][CH:5]=[CH:6][CH:7]=1, predict the reactants needed to synthesize it. The reactants are: [CH2:1]([N:8]1[C:13](=[O:14])[CH:12]=[C:11]2[S:15][CH:16]=[CH:17][N:10]2[C:9]1=[O:18])[C:2]1[CH:7]=[CH:6][CH:5]=[CH:4][CH:3]=1.C[Si](C)(C)N[Si](C)(C)C.[Li].[CH:29](=[O:38])[CH2:30][CH2:31][C:32]1[CH:37]=[CH:36][CH:35]=[CH:34][CH:33]=1.